From a dataset of Reaction yield outcomes from USPTO patents with 853,638 reactions. Predict the reaction yield, written as a fraction of the theoretical maximum amount of product (1.0 means a 100% yield; for example, 0.34 means a 34% yield). The reactants are [Li+].[OH-].[CH3:3][N:4]1[CH:9]=[CH:8][CH:7]=[C:6]([C:10]([O:12]C)=[O:11])[C:5]1=[O:14].Cl. The catalyst is C1COCC1.CO. The product is [CH3:3][N:4]1[CH:9]=[CH:8][CH:7]=[C:6]([C:10]([OH:12])=[O:11])[C:5]1=[O:14]. The yield is 0.440.